This data is from Reaction yield outcomes from USPTO patents with 853,638 reactions. The task is: Predict the reaction yield, written as a fraction of the theoretical maximum amount of product (1.0 means a 100% yield; for example, 0.34 means a 34% yield). (1) The reactants are [Li]CCCC.[Cl:6][C:7]1[S:8][C:9](Cl)=[C:10]([Cl:13])[C:11]=1[Cl:12].C([O:17][C:18](=O)[C:19]([F:22])([F:21])[F:20])C. The catalyst is C1COCC1. The product is [F:20][C:19]([F:22])([F:21])[C:18]([C:9]1[S:8][C:7]([Cl:6])=[C:11]([Cl:12])[C:10]=1[Cl:13])=[O:17]. The yield is 0.819. (2) The reactants are [Br:1][C:2]1[CH:3]=[C:4]([N:8]2[C:12]3=[N:13][CH:14]=[CH:15][CH:16]=[C:11]3N=N2)[CH:5]=[CH:6][CH:7]=1.[OH-].[Na+]. The catalyst is P(=O)(O)(O)O. The product is [Br:1][C:2]1[CH:7]=[CH:6][CH:5]=[C:4]2[C:3]=1[C:11]1[CH:16]=[CH:15][CH:14]=[N:13][C:12]=1[NH:8]2. The yield is 0.0900.